Dataset: Reaction yield outcomes from USPTO patents with 853,638 reactions. Task: Predict the reaction yield, written as a fraction of the theoretical maximum amount of product (1.0 means a 100% yield; for example, 0.34 means a 34% yield). (1) The reactants are C([O:3][C:4]([C:6]1[N:10]2[CH:11]=[C:12]([N:15]3[CH2:19][C@@H:18]([F:20])[CH2:17][C@@H:16]3[C:21]3[CH:26]=[C:25]([F:27])[CH:24]=[CH:23][C:22]=3[O:28][C@H:29]3[CH2:33][CH2:32][O:31][CH2:30]3)[CH:13]=[CH:14][C:9]2=[N:8][CH:7]=1)=[O:5])C.[Li+].[OH-]. The catalyst is C(O)C. The product is [F:20][C@@H:18]1[CH2:19][N:15]([C:12]2[CH:13]=[CH:14][C:9]3[N:10]([C:6]([C:4]([OH:5])=[O:3])=[CH:7][N:8]=3)[CH:11]=2)[C@@H:16]([C:21]2[CH:26]=[C:25]([F:27])[CH:24]=[CH:23][C:22]=2[O:28][C@H:29]2[CH2:33][CH2:32][O:31][CH2:30]2)[CH2:17]1. The yield is 0.820. (2) The product is [CH3:37][N:34]1[CH2:35][CH2:36][N:31]([C:28]2[CH:27]=[CH:26][C:25]([NH:24][C:21]3[N:20]=[CH:19][C:18]4=[CH:17][CH:16]=[C:15]([C:10]5[CH:11]=[CH:12][CH:13]=[CH:14][C:9]=5[O:8][CH2:7][C:6]([OH:38])=[O:5])[N:23]4[N:22]=3)=[CH:30][CH:29]=2)[CH2:32][CH2:33]1. The yield is 0.200. No catalyst specified. The reactants are C([O:5][C:6](=[O:38])[CH2:7][O:8][C:9]1[CH:14]=[CH:13][CH:12]=[CH:11][C:10]=1[C:15]1[N:23]2[C:18]([CH:19]=[N:20][C:21]([NH:24][C:25]3[CH:30]=[CH:29][C:28]([N:31]4[CH2:36][CH2:35][N:34]([CH3:37])[CH2:33][CH2:32]4)=[CH:27][CH:26]=3)=[N:22]2)=[CH:17][CH:16]=1)(C)(C)C.C(Cl)Cl.FC(F)(F)C(O)=O. (3) The reactants are [Br:1][C:2]1[CH:10]=[C:9]([F:11])[CH:8]=[CH:7][C:3]=1[C:4]([OH:6])=[O:5].S(=O)(=O)(O)O.[CH3:17]O. No catalyst specified. The product is [Br:1][C:2]1[CH:10]=[C:9]([F:11])[CH:8]=[CH:7][C:3]=1[C:4]([O:6][CH3:17])=[O:5]. The yield is 0.950. (4) The reactants are [CH2:1]([N:3]([CH2:20][CH3:21])[CH2:4][CH2:5][N:6]1[CH2:12][CH2:11][CH2:10][C:9]2[NH:13][C:14]([CH:17]=O)=[C:15]([CH3:16])[C:8]=2[C:7]1=[O:19])[CH3:2].[Cl:22][C:23]1[CH:24]=[C:25]2[C:29](=[CH:30][CH:31]=1)[NH:28][C:27](=[O:32])[CH2:26]2. The product is [Cl:22][C:23]1[CH:24]=[C:25]2[C:29](=[CH:30][CH:31]=1)[NH:28][C:27](=[O:32])[C:26]2=[CH:17][C:14]1[NH:13][C:9]2[CH2:10][CH2:11][CH2:12][N:6]([CH2:5][CH2:4][N:3]([CH2:20][CH3:21])[CH2:1][CH3:2])[C:7](=[O:19])[C:8]=2[C:15]=1[CH3:16]. The yield is 0.600. No catalyst specified.